From a dataset of Catalyst prediction with 721,799 reactions and 888 catalyst types from USPTO. Predict which catalyst facilitates the given reaction. Reactant: [CH3:1][O:2][C:3]1[C:4]([O:27][CH2:28][CH2:29][O:30][CH3:31])=[CH:5][C:6]2[CH2:15][CH:14]([C:16]3([CH3:19])[CH2:18][CH2:17]3)[N:13]3[C:8](=[CH:9][C:10](=[O:25])[C:11]([C:20]([O:22]CC)=[O:21])=[CH:12]3)[C:7]=2[CH:26]=1.[Li+].[OH-].Cl. Product: [CH3:1][O:2][C:3]1[C:4]([O:27][CH2:28][CH2:29][O:30][CH3:31])=[CH:5][C:6]2[CH2:15][CH:14]([C:16]3([CH3:19])[CH2:18][CH2:17]3)[N:13]3[C:8](=[CH:9][C:10](=[O:25])[C:11]([C:20]([OH:22])=[O:21])=[CH:12]3)[C:7]=2[CH:26]=1. The catalyst class is: 36.